Dataset: Catalyst prediction with 721,799 reactions and 888 catalyst types from USPTO. Task: Predict which catalyst facilitates the given reaction. (1) Reactant: [F:1][C:2]([F:37])([F:36])[C:3]1[CH:4]=[C:5]([CH:29]=[C:30]([C:32]([F:35])([F:34])[F:33])[CH:31]=1)[C:6]([N:8]1[CH2:13][CH2:12][NH:11][CH2:10][CH:9]1[CH2:14][C:15]1[CH:20]=[CH:19][C:18]([CH3:21])=[C:17]([O:22][CH2:23][O:24][CH2:25][CH2:26][O:27][CH3:28])[CH:16]=1)=[O:7].Cl.Cl[CH2:40][CH2:41][N:42]1[CH2:47][CH2:46][O:45][CH2:44][C@H:43]1[CH2:48][O:49][CH3:50].C(=O)([O-])[O-].[K+].[K+].[I-].[K+].C(=O)([O-])O.[Na+]. Product: [F:37][C:2]([F:1])([F:36])[C:3]1[CH:4]=[C:5]([CH:29]=[C:30]([C:32]([F:33])([F:34])[F:35])[CH:31]=1)[C:6]([N:8]1[CH2:13][CH2:12][N:11]([CH2:40][CH2:41][N:42]2[CH2:47][CH2:46][O:45][CH2:44][C@H:43]2[CH2:48][O:49][CH3:50])[CH2:10][CH:9]1[CH2:14][C:15]1[CH:20]=[CH:19][C:18]([CH3:21])=[C:17]([O:22][CH2:23][O:24][CH2:25][CH2:26][O:27][CH3:28])[CH:16]=1)=[O:7]. The catalyst class is: 9. (2) Reactant: [NH2:1][C:2]1[CH:3]=[C:4]([N:9]2[C:13](=[O:14])[N:12]([CH3:15])[N:11]=[N:10]2)[CH:5]=[CH:6][C:7]=1[F:8].Cl.Cl[C:18]1[N:23]=[C:22]([NH:24][CH:25]2[CH2:30][C:29]([CH3:32])([CH3:31])[NH:28][C:27]([CH3:34])([CH3:33])[CH2:26]2)[C:21]([F:35])=[CH:20][N:19]=1.O.C1(C)C=CC(S(O)(=O)=O)=CC=1.NC1C=C(C=CC=1)C(O)=O. Product: [CH3:31][C:29]1([CH3:32])[CH2:30][CH:25]([NH:24][C:22]2[C:21]([F:35])=[CH:20][N:19]=[C:18]([NH:1][C:2]3[CH:3]=[C:4]([N:9]4[C:13](=[O:14])[N:12]([CH3:15])[N:11]=[N:10]4)[CH:5]=[CH:6][C:7]=3[F:8])[N:23]=2)[CH2:26][C:27]([CH3:34])([CH3:33])[NH:28]1. The catalyst class is: 41.